This data is from Reaction yield outcomes from USPTO patents with 853,638 reactions. The task is: Predict the reaction yield, written as a fraction of the theoretical maximum amount of product (1.0 means a 100% yield; for example, 0.34 means a 34% yield). The reactants are C([O:3][C:4](=[O:47])[CH2:5][C@H:6]1[CH2:11][CH2:10][CH2:9][N:8]([C:12]2[C:21]([O:22][CH3:23])=[C:20]3[C:15]([C:16](=[O:45])[C:17]([C:29]([NH:31][CH2:32][C:33]4[CH:38]=[CH:37][C:36]([O:39][C:40]([F:43])([F:42])[F:41])=[CH:35][C:34]=4[CH3:44])=[O:30])=[CH:18][N:19]3[CH2:24][C:25]([F:28])([F:27])[F:26])=[CH:14][C:13]=2[F:46])[CH2:7]1)C.O1CCOCC1.[Li+].[OH-].Cl. The catalyst is C(OCC)(=O)C. The product is [F:46][C:13]1[CH:14]=[C:15]2[C:20](=[C:21]([O:22][CH3:23])[C:12]=1[N:8]1[CH2:9][CH2:10][CH2:11][C@H:6]([CH2:5][C:4]([OH:47])=[O:3])[CH2:7]1)[N:19]([CH2:24][C:25]([F:28])([F:26])[F:27])[CH:18]=[C:17]([C:29]([NH:31][CH2:32][C:33]1[CH:38]=[CH:37][C:36]([O:39][C:40]([F:41])([F:42])[F:43])=[CH:35][C:34]=1[CH3:44])=[O:30])[C:16]2=[O:45]. The yield is 0.900.